Dataset: Forward reaction prediction with 1.9M reactions from USPTO patents (1976-2016). Task: Predict the product of the given reaction. (1) Given the reactants Cl[C:2]1[CH:7]=[C:6]([O:8][C:9]2[C:10]([C:16]([O:18][CH3:19])=[O:17])=[N:11][C:12]([CH3:15])=[CH:13][CH:14]=2)[CH:5]=[CH:4][N:3]=1.[NH2:20][C:21]1[CH:26]=[CH:25][CH:24]=[CH:23][CH:22]=1.C([O-])([O-])=O.[Cs+].[Cs+].CC1(C)C2C(=C(P(C3C=CC=CC=3)C3C=CC=CC=3)C=CC=2)OC2C(P(C3C=CC=CC=3)C3C=CC=CC=3)=CC=CC1=2, predict the reaction product. The product is: [NH:20]([C:2]1[CH:7]=[C:6]([O:8][C:9]2[C:10]([C:16]([O:18][CH3:19])=[O:17])=[N:11][C:12]([CH3:15])=[CH:13][CH:14]=2)[CH:5]=[CH:4][N:3]=1)[C:21]1[CH:26]=[CH:25][CH:24]=[CH:23][CH:22]=1. (2) Given the reactants [NH2:1][CH:2]([CH2:16][C:17]1[CH:22]=[CH:21][CH:20]=[CH:19][CH:18]=1)[CH2:3][CH2:4][CH2:5][C:6]1[CH:15]=[CH:14][CH:13]=[CH:12][C:7]=1[C:8]([O:10][CH3:11])=[O:9].CCN(CC)CC.[CH3:30][C:31]([O:34][C:35](O[C:35]([O:34][C:31]([CH3:33])([CH3:32])[CH3:30])=[O:36])=[O:36])([CH3:33])[CH3:32].CC(=O)OCC, predict the reaction product. The product is: [C:31]([O:34][C:35]([NH:1][CH:2]([CH2:16][C:17]1[CH:22]=[CH:21][CH:20]=[CH:19][CH:18]=1)[CH2:3][CH2:4][CH2:5][C:6]1[CH:15]=[CH:14][CH:13]=[CH:12][C:7]=1[C:8]([O:10][CH3:11])=[O:9])=[O:36])([CH3:33])([CH3:32])[CH3:30]. (3) The product is: [CH3:13][O:8][C:6]([C:5]1[C:9]([CH3:11])=[CH:10][C:2]([C:23]2[CH:22]=[CH:21][CH:20]=[C:19]([NH2:18])[CH:24]=2)=[CH:3][C:4]=1[CH3:12])=[O:7]. Given the reactants Br[C:2]1[CH:10]=[C:9]([CH3:11])[C:5]([C:6]([OH:8])=[O:7])=[C:4]([CH3:12])[CH:3]=1.[C:13](=O)(O)[O-].[Na+].[NH2:18][C:19]1[CH:20]=[C:21](B(O)O)[CH:22]=[CH:23][CH:24]=1, predict the reaction product. (4) Given the reactants [CH2:1]([O:3][C:4](=[O:31])[CH2:5][O:6][C:7]1[CH:12]=[CH:11][C:10]([NH:13][CH2:14][C:15]2[S:19][C:18]([C:20]3[CH:25]=[CH:24][C:23]([C:26]([F:29])([F:28])[F:27])=[CH:22][CH:21]=3)=[N:17][C:16]=2[CH3:30])=[CH:9][CH:8]=1)[CH3:2].[CH2:32]=O, predict the reaction product. The product is: [CH2:1]([O:3][C:4](=[O:31])[CH2:5][O:6][C:7]1[CH:12]=[CH:11][C:10]([N:13]([CH3:32])[CH2:14][C:15]2[S:19][C:18]([C:20]3[CH:21]=[CH:22][C:23]([C:26]([F:29])([F:27])[F:28])=[CH:24][CH:25]=3)=[N:17][C:16]=2[CH3:30])=[CH:9][CH:8]=1)[CH3:2]. (5) Given the reactants [NH2:1][C:2]1[S:3][C:4]([C:10]2[CH:15]=[CH:14][C:13]([C:16]([OH:19])([CH3:18])[CH3:17])=[CH:12][C:11]=2[F:20])=[CH:5][C:6]=1[C:7]([NH2:9])=[O:8].Br[C:22]1[N:27]=[C:26]([CH2:28][O:29][CH2:30][C:31]([N:33]2[CH2:38][CH2:37][O:36][CH2:35][CH2:34]2)=[O:32])[CH:25]=[CH:24][CH:23]=1, predict the reaction product. The product is: [F:20][C:11]1[CH:12]=[C:13]([C:16]([OH:19])([CH3:17])[CH3:18])[CH:14]=[CH:15][C:10]=1[C:4]1[S:3][C:2]([NH:1][C:22]2[CH:23]=[CH:24][CH:25]=[C:26]([CH2:28][O:29][CH2:30][C:31]([N:33]3[CH2:34][CH2:35][O:36][CH2:37][CH2:38]3)=[O:32])[N:27]=2)=[C:6]([C:7]([NH2:9])=[O:8])[CH:5]=1. (6) Given the reactants [C:1]([O:5][C:6](=[O:29])[NH:7][C@H:8]([C:12]1[CH:13]=[N:14][CH:15]=[C:16]([C:18]2[N:22]([CH:23]([F:25])[F:24])[N:21]=[CH:20][C:19]=2[N+:26]([O-])=O)[CH:17]=1)[CH2:9][CH:10]=[CH2:11])([CH3:4])([CH3:3])[CH3:2].[NH4+].[Cl-], predict the reaction product. The product is: [C:1]([O:5][C:6](=[O:29])[NH:7][C@H:8]([C:12]1[CH:13]=[N:14][CH:15]=[C:16]([C:18]2[N:22]([CH:23]([F:25])[F:24])[N:21]=[CH:20][C:19]=2[NH2:26])[CH:17]=1)[CH2:9][CH:10]=[CH2:11])([CH3:2])([CH3:3])[CH3:4].